This data is from NCI-60 drug combinations with 297,098 pairs across 59 cell lines. The task is: Regression. Given two drug SMILES strings and cell line genomic features, predict the synergy score measuring deviation from expected non-interaction effect. (1) Drug 1: CC(C1=C(C=CC(=C1Cl)F)Cl)OC2=C(N=CC(=C2)C3=CN(N=C3)C4CCNCC4)N. Drug 2: CC12CCC3C(C1CCC2O)C(CC4=C3C=CC(=C4)O)CCCCCCCCCS(=O)CCCC(C(F)(F)F)(F)F. Cell line: SK-MEL-28. Synergy scores: CSS=2.24, Synergy_ZIP=1.01, Synergy_Bliss=3.13, Synergy_Loewe=-1.42, Synergy_HSA=-1.18. (2) Drug 1: C1CN1C2=NC(=NC(=N2)N3CC3)N4CC4. Drug 2: CC1C(C(CC(O1)OC2CC(OC(C2O)C)OC3=CC4=CC5=C(C(=O)C(C(C5)C(C(=O)C(C(C)O)O)OC)OC6CC(C(C(O6)C)O)OC7CC(C(C(O7)C)O)OC8CC(C(C(O8)C)O)(C)O)C(=C4C(=C3C)O)O)O)O. Cell line: OVCAR-8. Synergy scores: CSS=66.6, Synergy_ZIP=-5.30, Synergy_Bliss=-2.73, Synergy_Loewe=-4.03, Synergy_HSA=-3.45. (3) Drug 1: CN(C)C1=NC(=NC(=N1)N(C)C)N(C)C. Drug 2: CC1CCCC2(C(O2)CC(NC(=O)CC(C(C(=O)C(C1O)C)(C)C)O)C(=CC3=CSC(=N3)C)C)C. Cell line: HS 578T. Synergy scores: CSS=-6.34, Synergy_ZIP=1.57, Synergy_Bliss=1.37, Synergy_Loewe=-13.7, Synergy_HSA=-5.95. (4) Drug 1: C1CC(C1)(C(=O)O)C(=O)O.[NH2-].[NH2-].[Pt+2]. Drug 2: CC(C)NC(=O)C1=CC=C(C=C1)CNNC.Cl. Cell line: BT-549. Synergy scores: CSS=10.6, Synergy_ZIP=-6.69, Synergy_Bliss=-4.99, Synergy_Loewe=-4.12, Synergy_HSA=-3.53. (5) Drug 1: COC1=C(C=C2C(=C1)N=CN=C2NC3=CC(=C(C=C3)F)Cl)OCCCN4CCOCC4. Drug 2: CS(=O)(=O)OCCCCOS(=O)(=O)C. Cell line: MDA-MB-435. Synergy scores: CSS=5.62, Synergy_ZIP=1.03, Synergy_Bliss=6.17, Synergy_Loewe=-11.9, Synergy_HSA=-3.63. (6) Drug 1: C1=C(C(=O)NC(=O)N1)N(CCCl)CCCl. Drug 2: C#CCC(CC1=CN=C2C(=N1)C(=NC(=N2)N)N)C3=CC=C(C=C3)C(=O)NC(CCC(=O)O)C(=O)O. Cell line: NCIH23. Synergy scores: CSS=8.66, Synergy_ZIP=-0.196, Synergy_Bliss=-1.90, Synergy_Loewe=-3.50, Synergy_HSA=-3.30. (7) Drug 1: C1=CC(=CC=C1CCCC(=O)O)N(CCCl)CCCl. Drug 2: CC1=C(N=C(N=C1N)C(CC(=O)N)NCC(C(=O)N)N)C(=O)NC(C(C2=CN=CN2)OC3C(C(C(C(O3)CO)O)O)OC4C(C(C(C(O4)CO)O)OC(=O)N)O)C(=O)NC(C)C(C(C)C(=O)NC(C(C)O)C(=O)NCCC5=NC(=CS5)C6=NC(=CS6)C(=O)NCCC[S+](C)C)O. Cell line: SR. Synergy scores: CSS=86.8, Synergy_ZIP=0.341, Synergy_Bliss=0.0539, Synergy_Loewe=1.47, Synergy_HSA=2.77.